This data is from Forward reaction prediction with 1.9M reactions from USPTO patents (1976-2016). The task is: Predict the product of the given reaction. (1) Given the reactants [OH:1][CH2:2][C@@H:3]([NH:16]S(C(C)(C)C)=O)[C:4]1[CH:9]=[CH:8][C:7]([O:10][CH2:11][C:12]([F:15])([F:14])[F:13])=[CH:6][N:5]=1.[ClH:23].CCOCC, predict the reaction product. The product is: [ClH:23].[ClH:23].[NH2:16][C@@H:3]([C:4]1[CH:9]=[CH:8][C:7]([O:10][CH2:11][C:12]([F:15])([F:13])[F:14])=[CH:6][N:5]=1)[CH2:2][OH:1]. (2) The product is: [Cl:2][CH2:3][CH2:4][CH2:5][NH:6][C:14](=[O:15])[O:16][C:17]([CH3:20])([CH3:19])[CH3:18]. Given the reactants Cl.[Cl:2][CH2:3][CH2:4][CH2:5][NH2:6].C(N(CC)CC)C.[C:14](O[C:14]([O:16][C:17]([CH3:20])([CH3:19])[CH3:18])=[O:15])([O:16][C:17]([CH3:20])([CH3:19])[CH3:18])=[O:15], predict the reaction product. (3) Given the reactants Br[CH2:2][C:3]1[C:8]([Cl:9])=[C:7]([Cl:10])[CH:6]=[CH:5][C:4]=1[Cl:11].[SH:12][C:13]1[N:18]=[C:17]([OH:19])[CH:16]=[CH:15][N:14]=1, predict the reaction product. The product is: [Cl:9][C:8]1[C:7]([Cl:10])=[CH:6][CH:5]=[C:4]([Cl:11])[C:3]=1[CH2:2][S:12][C:13]1[N:18]=[C:17]([OH:19])[CH:16]=[CH:15][N:14]=1. (4) Given the reactants [C:1]([C:3]1[CH:4]=[CH:5][C:6]([N:9]2[C:17]3[C:12](=[CH:13][C:14]([N:18]([CH2:30][C:31]([OH:33])=[O:32])[S:19]([C:22]4[CH:27]=[C:26]([Cl:28])[CH:25]=[C:24]([Cl:29])[CH:23]=4)(=[O:21])=[O:20])=[CH:15][CH:16]=3)[CH:11]=[CH:10]2)=[N:7][CH:8]=1)#[N:2].C(Cl)(=O)C(Cl)=O.[CH3:40][N:41]([CH3:45])[CH2:42][CH2:43]O.C(=O)([O-])O.[Na+], predict the reaction product. The product is: [C:1]([C:3]1[CH:4]=[CH:5][C:6]([N:9]2[C:17]3[C:12](=[CH:13][C:14]([N:18]([CH2:30][C:31]([O:33][CH2:43][CH2:42][N:41]([CH3:45])[CH3:40])=[O:32])[S:19]([C:22]4[CH:27]=[C:26]([Cl:28])[CH:25]=[C:24]([Cl:29])[CH:23]=4)(=[O:20])=[O:21])=[CH:15][CH:16]=3)[CH:11]=[CH:10]2)=[N:7][CH:8]=1)#[N:2]. (5) Given the reactants Cl[C:2]1[CH:3]=[C:4]([CH:25]=[CH:26][N:27]=1)[C:5]([NH:7][C:8]1[S:9][C:10]2[C:16]([N:17]3[CH2:22][CH2:21][O:20][CH2:19][CH2:18]3)=[CH:15][CH:14]=[C:13]([O:23][CH3:24])[C:11]=2[N:12]=1)=[O:6].[H-].[Na+].[CH2:30]([OH:37])[C:31]1[CH:36]=[CH:35][CH:34]=[CH:33][CH:32]=1, predict the reaction product. The product is: [CH2:30]([O:37][C:2]1[CH:3]=[C:4]([CH:25]=[CH:26][N:27]=1)[C:5]([NH:7][C:8]1[S:9][C:10]2[C:16]([N:17]3[CH2:22][CH2:21][O:20][CH2:19][CH2:18]3)=[CH:15][CH:14]=[C:13]([O:23][CH3:24])[C:11]=2[N:12]=1)=[O:6])[C:31]1[CH:36]=[CH:35][CH:34]=[CH:33][CH:32]=1. (6) Given the reactants [C:1]([C:5]1[CH:6]=[C:7]([CH:9]=[CH:10][CH:11]=1)[NH2:8])([CH3:4])([CH3:3])[CH3:2].Cl.[C:13](OCC)(=[O:15])C, predict the reaction product. The product is: [C:1]([C:5]1[CH:6]=[C:7]([N:8]=[C:13]=[O:15])[CH:9]=[CH:10][CH:11]=1)([CH3:4])([CH3:2])[CH3:3]. (7) Given the reactants [CH3:1][O:2][C:3]1[CH:12]=[CH:11][C:10]([O:13][CH3:14])=[C:9]2[C:4]=1[CH2:5][CH2:6][CH:7]=[CH:8]2.[C:15](Cl)(=[O:17])[CH3:16].[Cl-].[Cl-].[Cl-].[Al+3], predict the reaction product. The product is: [C:15]([C:6]1[CH2:7][CH2:8][C:9]2[C:4](=[C:3]([O:2][CH3:1])[CH:12]=[CH:11][C:10]=2[O:13][CH3:14])[CH:5]=1)(=[O:17])[CH3:16].